From a dataset of Tox21: 12 toxicity assays (nuclear receptors and stress response pathways). Binary classification across 12 toxicity assays. The compound is COc1cc2c(cc1OC)C(=O)C(CC1CCN(Cc3ccccc3)CC1)C2. It tested positive (active) for: NR-ER (Estrogen Receptor agonist activity).